Predict the product of the given reaction. From a dataset of Forward reaction prediction with 1.9M reactions from USPTO patents (1976-2016). (1) Given the reactants [O:1](P(CC(OCC)=O)(OC1C=CC=CC=1)=O)[C:2]1C=CC=C[CH:3]=1.N12CCCN=C1CCCCC2.[Na+].[I-].[NH2:36][C:37]1[C:42]([CH:43]=O)=[C:41]([CH:45]2[CH2:50][CH2:49][CH2:48][N:47]([C:51]([O:53][C:54]([CH3:57])([CH3:56])[CH3:55])=[O:52])[CH2:46]2)[CH:40]=[C:39]([C:58]2[C:63]([O:64][CH2:65][C:66]3[CH:71]=[CH:70][C:69]([O:72][CH3:73])=[CH:68][CH:67]=3)=[CH:62][CH:61]=[CH:60][C:59]=2[O:74][CH2:75][CH:76]2[CH2:78][CH2:77]2)[N:38]=1, predict the reaction product. The product is: [CH:76]1([CH2:75][O:74][C:59]2[CH:60]=[CH:61][CH:62]=[C:63]([O:64][CH2:65][C:66]3[CH:71]=[CH:70][C:69]([O:72][CH3:73])=[CH:68][CH:67]=3)[C:58]=2[C:39]2[CH:40]=[C:41]([CH:45]3[CH2:50][CH2:49][CH2:48][N:47]([C:51]([O:53][C:54]([CH3:56])([CH3:55])[CH3:57])=[O:52])[CH2:46]3)[C:42]3[CH:43]=[CH:3][C:2](=[O:1])[NH:36][C:37]=3[N:38]=2)[CH2:78][CH2:77]1. (2) Given the reactants [CH3:1][N:2]1[CH2:12][CH2:11][C:5]2([S:9][CH2:8][C:7](=[O:10])[NH:6]2)[CH2:4][CH2:3]1.C=O.[NH:15]1[CH2:19][CH2:18][CH2:17][CH2:16]1.[C:20]1(C)C=CC=CC=1, predict the reaction product. The product is: [CH3:1][N:2]1[CH2:12][CH2:11][C:5]2([S:9][CH2:8][C:7](=[O:10])[N:6]2[CH2:20][N:15]2[CH2:19][CH2:18][CH2:17][CH2:16]2)[CH2:4][CH2:3]1. (3) Given the reactants [NH2:1][C@H:2]([C:4]1[N:13]([CH:14]2[CH2:16][CH2:15]2)[C:12](=[O:17])[C:11]2[C:6](=[CH:7][CH:8]=[CH:9][C:10]=2[Cl:18])[N:5]=1)[CH3:3].Cl[C:20]1[N:25]=[CH:24][N:23]=[C:22]([NH2:26])[C:21]=1[C:27]1[N:31]=[C:30]([CH3:32])[O:29][N:28]=1.CCN(C(C)C)C(C)C.CCOC(C)=O, predict the reaction product. The product is: [NH2:26][C:22]1[N:23]=[CH:24][N:25]=[C:20]([NH:1][C@H:2]([C:4]2[N:13]([CH:14]3[CH2:16][CH2:15]3)[C:12](=[O:17])[C:11]3[C:6](=[CH:7][CH:8]=[CH:9][C:10]=3[Cl:18])[N:5]=2)[CH3:3])[C:21]=1[C:27]1[N:31]=[C:30]([CH3:32])[O:29][N:28]=1. (4) Given the reactants [CH3:1][O:2][C:3]([N:5]1[C@@H:13]2[C@@H:8]([C@@:9]([OH:23])([C:14]#[C:15][C:16]3[CH:17]=[C:18]([CH3:22])[CH:19]=[CH:20][CH:21]=3)[CH2:10][CH2:11][CH2:12]2)[CH2:7][CH2:6]1)=[O:4].[CH3:24][O:25][CH2:26][CH2:27][O:28][CH2:29][CH2:30][O:31][CH2:32][C:33](O)=[O:34], predict the reaction product. The product is: [CH3:1][O:2][C:3]([N:5]1[C@H:13]2[C@H:8]([C@:9]([O:23][C:33](=[O:34])[CH2:32][O:31][CH2:30][CH2:29][O:28][CH2:27][CH2:26][O:25][CH3:24])([C:14]#[C:15][C:16]3[CH:17]=[C:18]([CH3:22])[CH:19]=[CH:20][CH:21]=3)[CH2:10][CH2:11][CH2:12]2)[CH2:7][CH2:6]1)=[O:4]. (5) The product is: [CH:32]1([CH2:31][O:30][C:22]2[CH:23]=[CH:24][C:25]([CH:27]([F:29])[F:28])=[CH:26][C:21]=2[C:20]2[C:15]3[NH:14][C:13]([CH3:35])=[C:12]([C:10]([NH:9][C@H:6]4[CH2:7][CH2:8][C@H:3]([NH:2][C:39](=[O:40])[CH2:38][O:37][CH3:36])[CH2:4][CH2:5]4)=[O:11])[C:16]=3[N:17]=[CH:18][N:19]=2)[CH2:34][CH2:33]1. Given the reactants Cl.[NH2:2][C@H:3]1[CH2:8][CH2:7][C@H:6]([NH:9][C:10]([C:12]2[C:16]3[N:17]=[CH:18][N:19]=[C:20]([C:21]4[CH:26]=[C:25]([CH:27]([F:29])[F:28])[CH:24]=[CH:23][C:22]=4[O:30][CH2:31][CH:32]4[CH2:34][CH2:33]4)[C:15]=3[NH:14][C:13]=2[CH3:35])=[O:11])[CH2:5][CH2:4]1.[CH3:36][O:37][CH2:38][C:39](Cl)=[O:40], predict the reaction product. (6) Given the reactants [NH2:1][C@@H:2]([CH3:19])[CH2:3][N:4]1[CH:8]=[CH:7][C:6]([C:9]2[CH:16]=[CH:15][C:12]([C:13]#[N:14])=[C:11]([Cl:17])[C:10]=2[CH3:18])=[N:5]1.[C:20]([C:23]1[CH:27]=[C:26]([C:28](O)=[O:29])[NH:25][N:24]=1)(=[O:22])[CH3:21].C1C=CC2N(O)N=NC=2C=1.CCN(C(C)C)C(C)C.CCN=C=NCCCN(C)C, predict the reaction product. The product is: [C:20]([C:23]1[CH:27]=[C:26]([C:28]([NH:1][C@@H:2]([CH3:19])[CH2:3][N:4]2[CH:8]=[CH:7][C:6]([C:9]3[CH:16]=[CH:15][C:12]([C:13]#[N:14])=[C:11]([Cl:17])[C:10]=3[CH3:18])=[N:5]2)=[O:29])[NH:25][N:24]=1)(=[O:22])[CH3:21]. (7) Given the reactants [CH3:1][C:2]1([CH3:9])[O:6][C@@H:5]([CH:7]=O)[CH2:4][O:3]1.S([O-])([O-])(=O)=O.[Na+].[Na+].[CH2:17]([NH:24][OH:25])[C:18]1[CH:23]=[CH:22][CH:21]=[CH:20][CH:19]=1, predict the reaction product. The product is: [CH3:9][C:2]1([CH3:1])[O:6][C@@H:5](/[CH:7]=[N+:24](\[O-:25])/[CH2:17][C:18]2[CH:23]=[CH:22][CH:21]=[CH:20][CH:19]=2)[CH2:4][O:3]1.